This data is from NCI-60 drug combinations with 297,098 pairs across 59 cell lines. The task is: Regression. Given two drug SMILES strings and cell line genomic features, predict the synergy score measuring deviation from expected non-interaction effect. (1) Synergy scores: CSS=47.0, Synergy_ZIP=-0.847, Synergy_Bliss=1.39, Synergy_Loewe=-8.19, Synergy_HSA=4.06. Drug 2: C1=NC2=C(N=C(N=C2N1C3C(C(C(O3)CO)O)O)F)N. Cell line: CAKI-1. Drug 1: CC1=C2C(C(=O)C3(C(CC4C(C3C(C(C2(C)C)(CC1OC(=O)C(C(C5=CC=CC=C5)NC(=O)OC(C)(C)C)O)O)OC(=O)C6=CC=CC=C6)(CO4)OC(=O)C)OC)C)OC. (2) Cell line: ACHN. Drug 2: B(C(CC(C)C)NC(=O)C(CC1=CC=CC=C1)NC(=O)C2=NC=CN=C2)(O)O. Drug 1: CCCS(=O)(=O)NC1=C(C(=C(C=C1)F)C(=O)C2=CNC3=C2C=C(C=N3)C4=CC=C(C=C4)Cl)F. Synergy scores: CSS=0.138, Synergy_ZIP=-0.918, Synergy_Bliss=-3.47, Synergy_Loewe=-4.93, Synergy_HSA=-5.47. (3) Drug 1: CC1C(C(CC(O1)OC2CC(CC3=C2C(=C4C(=C3O)C(=O)C5=C(C4=O)C(=CC=C5)OC)O)(C(=O)CO)O)N)O.Cl. Drug 2: C1CC(=O)NC(=O)C1N2C(=O)C3=CC=CC=C3C2=O. Cell line: SR. Synergy scores: CSS=29.8, Synergy_ZIP=-6.91, Synergy_Bliss=-2.91, Synergy_Loewe=-30.4, Synergy_HSA=-2.60. (4) Drug 1: CC12CCC(CC1=CCC3C2CCC4(C3CC=C4C5=CN=CC=C5)C)O. Drug 2: CC1=C2C(C(=O)C3(C(CC4C(C3C(C(C2(C)C)(CC1OC(=O)C(C(C5=CC=CC=C5)NC(=O)C6=CC=CC=C6)O)O)OC(=O)C7=CC=CC=C7)(CO4)OC(=O)C)O)C)OC(=O)C. Cell line: DU-145. Synergy scores: CSS=37.9, Synergy_ZIP=10.5, Synergy_Bliss=12.0, Synergy_Loewe=-10.1, Synergy_HSA=11.1. (5) Drug 1: C1CC(=O)NC(=O)C1N2CC3=C(C2=O)C=CC=C3N. Drug 2: CN(CCCl)CCCl.Cl. Cell line: NCI-H322M. Synergy scores: CSS=4.64, Synergy_ZIP=3.82, Synergy_Bliss=8.79, Synergy_Loewe=6.06, Synergy_HSA=5.35. (6) Drug 1: CC1OCC2C(O1)C(C(C(O2)OC3C4COC(=O)C4C(C5=CC6=C(C=C35)OCO6)C7=CC(=C(C(=C7)OC)O)OC)O)O. Drug 2: C1=C(C(=O)NC(=O)N1)N(CCCl)CCCl. Cell line: HCC-2998. Synergy scores: CSS=11.5, Synergy_ZIP=-9.35, Synergy_Bliss=-8.38, Synergy_Loewe=-9.64, Synergy_HSA=-5.43.